This data is from Full USPTO retrosynthesis dataset with 1.9M reactions from patents (1976-2016). The task is: Predict the reactants needed to synthesize the given product. Given the product [Si:46]([O:63][CH2:64][C:65]1[C:66]([NH:71][C:24]([C:23]2[CH:22]=[N:21][N:18]3[CH:19]=[CH:20][C:15]([N:11]4[CH2:12][CH2:13][CH2:14][C@@H:10]4[C:4]4[C:5]([O:8][CH3:9])=[N:6][CH:7]=[C:2]([F:1])[CH:3]=4)=[N:16][C:17]=23)=[O:26])=[N:67][CH:68]=[CH:69][CH:70]=1)([C:59]([CH3:60])([CH3:61])[CH3:62])([C:53]1[CH:58]=[CH:57][CH:56]=[CH:55][CH:54]=1)[C:47]1[CH:52]=[CH:51][CH:50]=[CH:49][CH:48]=1, predict the reactants needed to synthesize it. The reactants are: [F:1][C:2]1[CH:3]=[C:4]([C@H:10]2[CH2:14][CH2:13][CH2:12][N:11]2[C:15]2[CH:20]=[CH:19][N:18]3[N:21]=[CH:22][C:23]([C:24]([OH:26])=O)=[C:17]3[N:16]=2)[C:5]([O:8][CH3:9])=[N:6][CH:7]=1.C(N(CC)CC)C.ClC1C=C(Cl)C=C(Cl)C=1C(Cl)=O.[Si:46]([O:63][CH2:64][C:65]1[C:66]([NH2:71])=[N:67][CH:68]=[CH:69][CH:70]=1)([C:59]([CH3:62])([CH3:61])[CH3:60])([C:53]1[CH:58]=[CH:57][CH:56]=[CH:55][CH:54]=1)[C:47]1[CH:52]=[CH:51][CH:50]=[CH:49][CH:48]=1.